Dataset: Forward reaction prediction with 1.9M reactions from USPTO patents (1976-2016). Task: Predict the product of the given reaction. Given the reactants [C:1]([C:5]1[N:6]([CH2:19][CH2:20][OH:21])[C:7]2[CH:8]=[CH:9][C:10]([N+:16]([O-])=O)=[C:11]([C:14]#[N:15])[C:12]=2[CH:13]=1)([CH3:4])([CH3:3])[CH3:2], predict the reaction product. The product is: [NH2:16][C:10]1[CH:9]=[CH:8][C:7]2[N:6]([CH2:19][CH2:20][OH:21])[C:5]([C:1]([CH3:2])([CH3:3])[CH3:4])=[CH:13][C:12]=2[C:11]=1[C:14]#[N:15].